Dataset: NCI-60 drug combinations with 297,098 pairs across 59 cell lines. Task: Regression. Given two drug SMILES strings and cell line genomic features, predict the synergy score measuring deviation from expected non-interaction effect. (1) Drug 1: C1=CC=C(C(=C1)C(C2=CC=C(C=C2)Cl)C(Cl)Cl)Cl. Drug 2: C1C(C(OC1N2C=NC(=NC2=O)N)CO)O. Cell line: K-562. Synergy scores: CSS=28.0, Synergy_ZIP=-1.97, Synergy_Bliss=-2.30, Synergy_Loewe=-4.87, Synergy_HSA=1.63. (2) Drug 1: C1=CN(C(=O)N=C1N)C2C(C(C(O2)CO)O)(F)F. Drug 2: CC1=C(C(=CC=C1)Cl)NC(=O)C2=CN=C(S2)NC3=CC(=NC(=N3)C)N4CCN(CC4)CCO. Cell line: HT29. Synergy scores: CSS=70.1, Synergy_ZIP=6.37, Synergy_Bliss=6.22, Synergy_Loewe=13.7, Synergy_HSA=17.4. (3) Drug 1: C1=NC2=C(N1)C(=S)N=C(N2)N. Drug 2: C1CC(C1)(C(=O)O)C(=O)O.[NH2-].[NH2-].[Pt+2]. Cell line: CCRF-CEM. Synergy scores: CSS=70.3, Synergy_ZIP=-2.51, Synergy_Bliss=-3.84, Synergy_Loewe=-3.35, Synergy_HSA=-0.737. (4) Drug 1: CC(C1=C(C=CC(=C1Cl)F)Cl)OC2=C(N=CC(=C2)C3=CN(N=C3)C4CCNCC4)N. Drug 2: CNC(=O)C1=CC=CC=C1SC2=CC3=C(C=C2)C(=NN3)C=CC4=CC=CC=N4. Cell line: MDA-MB-231. Synergy scores: CSS=3.48, Synergy_ZIP=-0.660, Synergy_Bliss=-0.198, Synergy_Loewe=-7.08, Synergy_HSA=-3.84. (5) Synergy scores: CSS=36.2, Synergy_ZIP=-2.82, Synergy_Bliss=-0.107, Synergy_Loewe=-4.28, Synergy_HSA=1.73. Drug 1: CC12CCC3C(C1CCC2=O)CC(=C)C4=CC(=O)C=CC34C. Drug 2: C1=CC=C(C=C1)NC(=O)CCCCCCC(=O)NO. Cell line: OVCAR-5. (6) Drug 1: C1CN1C2=NC(=NC(=N2)N3CC3)N4CC4. Drug 2: C1=NC2=C(N1)C(=S)N=CN2. Cell line: T-47D. Synergy scores: CSS=18.5, Synergy_ZIP=-4.19, Synergy_Bliss=-4.39, Synergy_Loewe=-7.72, Synergy_HSA=-2.84.